From a dataset of Forward reaction prediction with 1.9M reactions from USPTO patents (1976-2016). Predict the product of the given reaction. (1) Given the reactants Cl[C:2]1[CH:7]=[CH:6][N:5]2[N:8]=[CH:9][C:10]([C:11]([NH:13][CH:14]([C:19]3[CH:24]=[CH:23][C:22]([O:25][C:26]([F:29])([F:28])[F:27])=[C:21]([F:30])[CH:20]=3)[C:15]([OH:18])([CH3:17])[CH3:16])=[O:12])=[C:4]2[N:3]=1.[C:31](=O)([O-])[O-].[Cs+].[Cs+].CB1OB(C)OB(C)O1, predict the reaction product. The product is: [F:30][C:21]1[CH:20]=[C:19]([CH:14]([NH:13][C:11]([C:10]2[CH:9]=[N:8][N:5]3[CH:6]=[CH:7][C:2]([CH3:31])=[N:3][C:4]=23)=[O:12])[C:15]([OH:18])([CH3:17])[CH3:16])[CH:24]=[CH:23][C:22]=1[O:25][C:26]([F:29])([F:28])[F:27]. (2) Given the reactants [O:1]=[C:2]([C:7]1[CH:12]=[C:11]([F:13])[C:10]([F:14])=[C:9]([F:15])[C:8]=1[F:16])[CH2:3][C:4]([O-])=O.CC(OC(C)=O)=O.[CH:24]([O:31]CC)([O:28][CH2:29][CH3:30])OCC.[NH2:34][C:35]1([CH:39]([CH3:42])[CH2:40][OH:41])[CH2:38][CH2:37][CH2:36]1, predict the reaction product. The product is: [OH:41][CH2:40][CH:39]([C:35]1([NH:34][CH:4]=[C:3]([C:2](=[O:1])[C:7]2[CH:12]=[C:11]([F:13])[C:10]([F:14])=[C:9]([F:15])[C:8]=2[F:16])[C:24]([O:28][CH2:29][CH3:30])=[O:31])[CH2:38][CH2:37][CH2:36]1)[CH3:42]. (3) Given the reactants C([O:5][C:6](=[O:41])[CH2:7][N:8]1[CH2:17][CH2:16][C:15]2[C:14]([O:18][C:19]3[CH:20]=[C:21]4[C:25](=[CH:26][CH:27]=3)[N:24]([C:28](=[O:40])[NH:29][C:30]3[CH:35]=[CH:34][CH:33]=[C:32]([C:36]([F:39])([F:38])[F:37])[CH:31]=3)[CH:23]=[CH:22]4)=[N:13][CH:12]=[N:11][C:10]=2[CH2:9]1)(C)(C)C.C(O)(C(F)(F)F)=O, predict the reaction product. The product is: [F:39][C:36]([F:37])([F:38])[C:32]1[CH:31]=[C:30]([NH:29][C:28]([N:24]2[C:25]3[C:21](=[CH:20][C:19]([O:18][C:14]4[C:15]5[CH2:16][CH2:17][N:8]([CH2:7][C:6]([OH:41])=[O:5])[CH2:9][C:10]=5[N:11]=[CH:12][N:13]=4)=[CH:27][CH:26]=3)[CH:22]=[CH:23]2)=[O:40])[CH:35]=[CH:34][CH:33]=1. (4) Given the reactants Cl[C:2]1[N:7]=[C:6]([C@@H:8]([NH:18][C:19](=[O:36])[CH2:20][N:21]2[C:25]3[C:26]([F:31])([F:30])[C@@H:27]4[CH2:29][C@@H:28]4[C:24]=3[C:23]([C:32]([F:35])([F:34])[F:33])=[N:22]2)[CH2:9][C:10]2[CH:15]=[C:14]([F:16])[CH:13]=[C:12]([F:17])[CH:11]=2)[C:5]([C:37]2[CH:38]=[CH:39][CH:40]=[C:41]3[C:45]=2[N:44]([CH3:46])[N:43]=[C:42]3[NH:47][S:48]([CH3:51])(=[O:50])=[O:49])=[CH:4][CH:3]=1.[CH3:52][C:53]([NH2:57])([C:55]#[CH:56])[CH3:54], predict the reaction product. The product is: [NH2:57][C:53]([CH3:54])([CH3:52])[C:55]#[C:56][C:2]1[N:7]=[C:6]([C@@H:8]([NH:18][C:19](=[O:36])[CH2:20][N:21]2[C:25]3[C:26]([F:30])([F:31])[C@@H:27]4[CH2:29][C@@H:28]4[C:24]=3[C:23]([C:32]([F:35])([F:34])[F:33])=[N:22]2)[CH2:9][C:10]2[CH:11]=[C:12]([F:17])[CH:13]=[C:14]([F:16])[CH:15]=2)[C:5]([C:37]2[CH:38]=[CH:39][CH:40]=[C:41]3[C:45]=2[N:44]([CH3:46])[N:43]=[C:42]3[NH:47][S:48]([CH3:51])(=[O:49])=[O:50])=[CH:4][CH:3]=1.